From a dataset of Reaction yield outcomes from USPTO patents with 853,638 reactions. Predict the reaction yield, written as a fraction of the theoretical maximum amount of product (1.0 means a 100% yield; for example, 0.34 means a 34% yield). The reactants are OS(O)(=O)=O.[CH2:6]([CH:9]1[CH2:14][CH2:13][CH:12]([CH2:15][OH:16])[CH2:11][CH2:10]1)[C:7]#[CH:8].C([OH:20])(C)C.O. The catalyst is CC(C)=O.CCOCC.[O-2].[O-2].[O-2].[Cr+6]. The product is [CH2:6]([CH:9]1[CH2:14][CH2:13][CH:12]([C:15]([OH:20])=[O:16])[CH2:11][CH2:10]1)[C:7]#[CH:8]. The yield is 0.730.